Dataset: Full USPTO retrosynthesis dataset with 1.9M reactions from patents (1976-2016). Task: Predict the reactants needed to synthesize the given product. (1) Given the product [ClH:25].[Br:1][C:2]1[CH:3]=[C:4]2[C:8](=[CH:9][CH:10]=1)[NH:7][C:6]([C:11]([OH:13])=[O:12])=[C:5]2[CH2:14][CH2:15][CH2:16][NH2:17], predict the reactants needed to synthesize it. The reactants are: [Br:1][C:2]1[CH:3]=[C:4]2[C:8](=[CH:9][CH:10]=1)[NH:7][C:6]([C:11]([OH:13])=[O:12])=[C:5]2[CH2:14][CH2:15][CH2:16][NH:17]C(OC(C)(C)C)=O.[ClH:25].C(OCC)C. (2) The reactants are: Cl.[CH:2]1([CH2:5][O:6][C:7]2[CH:12]=[C:11]([F:13])[C:10]([O:14][CH3:15])=[CH:9][C:8]=2[C:16]2[C:17]3[NH:24][C:23]([CH3:25])=[C:22]([C:26]([NH:28][C@@H:29]4[CH2:34][CH2:33][NH:32][CH2:31][C@H:30]4[OH:35])=[O:27])[C:18]=3[N:19]=[CH:20][N:21]=2)[CH2:4][CH2:3]1.C([O:39][CH2:40][C:41](Cl)=[O:42])(=O)C. Given the product [CH:2]1([CH2:5][O:6][C:7]2[CH:12]=[C:11]([F:13])[C:10]([O:14][CH3:15])=[CH:9][C:8]=2[C:16]2[C:17]3[NH:24][C:23]([CH3:25])=[C:22]([C:26]([NH:28][C@@H:29]4[CH2:34][CH2:33][N:32]([C:40](=[O:39])[CH2:41][OH:42])[CH2:31][C@H:30]4[OH:35])=[O:27])[C:18]=3[N:19]=[CH:20][N:21]=2)[CH2:4][CH2:3]1, predict the reactants needed to synthesize it. (3) Given the product [OH:4][CH:5]1[CH2:10][CH2:9][CH:8]([NH:11][C:12]2[CH:19]=[C:18]([N:20]3[C:28]4[C:23](=[C:24]([O:29][CH3:30])[CH:25]=[CH:26][CH:27]=4)[CH:22]=[CH:21]3)[CH:17]=[CH:16][C:13]=2[C:14]([NH2:15])=[O:3])[CH2:7][CH2:6]1, predict the reactants needed to synthesize it. The reactants are: CC[OH:3].[OH:4][CH:5]1[CH2:10][CH2:9][CH:8]([NH:11][C:12]2[CH:19]=[C:18]([N:20]3[C:28]4[C:23](=[C:24]([O:29][CH3:30])[CH:25]=[CH:26][CH:27]=4)[CH:22]=[CH:21]3)[CH:17]=[CH:16][C:13]=2[C:14]#[N:15])[CH2:7][CH2:6]1.[OH-].[Na+].OO. (4) The reactants are: [F:1][C:2]([F:13])([F:12])[C@H:3]1[CH2:8][CH2:7][C@H:6]([C:9](Cl)=[O:10])[CH2:5][CH2:4]1.[NH3:14]. Given the product [F:1][C:2]([F:13])([F:12])[C@H:3]1[CH2:8][CH2:7][C@H:6]([C:9]([NH2:14])=[O:10])[CH2:5][CH2:4]1, predict the reactants needed to synthesize it.